From a dataset of Forward reaction prediction with 1.9M reactions from USPTO patents (1976-2016). Predict the product of the given reaction. (1) Given the reactants [Cl:1][C:2]1[N:7]=[N:6][C:5]([N:8]2[CH2:12][CH2:11][C@@H:10]([OH:13])[CH2:9]2)=[CH:4][CH:3]=1.[Si:14](Cl)([C:17]([CH3:20])([CH3:19])[CH3:18])([CH3:16])[CH3:15].N1C=CN=C1, predict the reaction product. The product is: [Si:14]([O:13][C@@H:10]1[CH2:11][CH2:12][N:8]([C:5]2[N:6]=[N:7][C:2]([Cl:1])=[CH:3][CH:4]=2)[CH2:9]1)([C:17]([CH3:20])([CH3:19])[CH3:18])([CH3:16])[CH3:15]. (2) Given the reactants C([O:4][C@@H:5]1[C@@H:13]([CH2:14][O:15]C(=O)C)[O:12][C@H:11]2[C@H:7]([N:8]=[C:9]([NH:19][CH2:20][CH2:21][O:22][CH2:23][C:24]3[CH:29]=[CH:28][CH:27]=[CH:26][CH:25]=3)[S:10]2)[C@H:6]1[O:30]C(=O)C)(=O)C.C(=O)([O-])[O-].[K+].[K+].C(O)(=O)C.C(OCC)(=O)C, predict the reaction product. The product is: [CH2:23]([O:22][CH2:21][CH2:20][NH:19][C:9]1[S:10][C@H:11]2[O:12][C@H:13]([CH2:14][OH:15])[C@@H:5]([OH:4])[C@H:6]([OH:30])[C@H:7]2[N:8]=1)[C:24]1[CH:29]=[CH:28][CH:27]=[CH:26][CH:25]=1.